From a dataset of Peptide-MHC class I binding affinity with 185,985 pairs from IEDB/IMGT. Regression. Given a peptide amino acid sequence and an MHC pseudo amino acid sequence, predict their binding affinity value. This is MHC class I binding data. (1) The peptide sequence is YMPDVLEKL. The MHC is HLA-A02:01 with pseudo-sequence HLA-A02:01. The binding affinity (normalized) is 0.936. (2) The peptide sequence is KGSPAIFQYTM. The MHC is Mamu-B52 with pseudo-sequence Mamu-B52. The binding affinity (normalized) is 0.620.